From a dataset of NCI-60 drug combinations with 297,098 pairs across 59 cell lines. Regression. Given two drug SMILES strings and cell line genomic features, predict the synergy score measuring deviation from expected non-interaction effect. (1) Drug 1: C1=C(C(=O)NC(=O)N1)F. Drug 2: CC1CCCC2(C(O2)CC(NC(=O)CC(C(C(=O)C(C1O)C)(C)C)O)C(=CC3=CSC(=N3)C)C)C. Cell line: SK-MEL-28. Synergy scores: CSS=29.9, Synergy_ZIP=4.19, Synergy_Bliss=4.58, Synergy_Loewe=2.50, Synergy_HSA=2.50. (2) Drug 2: CCN(CC)CCCC(C)NC1=C2C=C(C=CC2=NC3=C1C=CC(=C3)Cl)OC. Drug 1: CC12CCC3C(C1CCC2O)C(CC4=C3C=CC(=C4)O)CCCCCCCCCS(=O)CCCC(C(F)(F)F)(F)F. Cell line: MOLT-4. Synergy scores: CSS=8.04, Synergy_ZIP=-1.29, Synergy_Bliss=-3.83, Synergy_Loewe=-27.1, Synergy_HSA=-3.63.